From a dataset of Peptide-MHC class I binding affinity with 185,985 pairs from IEDB/IMGT. Regression. Given a peptide amino acid sequence and an MHC pseudo amino acid sequence, predict their binding affinity value. This is MHC class I binding data. (1) The peptide sequence is VPSHLPDRV. The MHC is Patr-A0701 with pseudo-sequence Patr-A0701. The binding affinity (normalized) is 0. (2) The peptide sequence is ASDDLEHWQ. The MHC is HLA-A03:01 with pseudo-sequence HLA-A03:01. The binding affinity (normalized) is 0.0847.